From a dataset of Catalyst prediction with 721,799 reactions and 888 catalyst types from USPTO. Predict which catalyst facilitates the given reaction. (1) Reactant: [CH3:1][N:2]1[C:6]([C:7]2[N:8]=[C:9]([C:12]([O:14]C)=[O:13])[S:10][CH:11]=2)=[CH:5][CH:4]=[N:3]1.[OH-].[K+]. Product: [CH3:1][N:2]1[C:6]([C:7]2[N:8]=[C:9]([C:12]([OH:14])=[O:13])[S:10][CH:11]=2)=[CH:5][CH:4]=[N:3]1. The catalyst class is: 30. (2) Reactant: [NH2:1][C:2]1[CH:7]=[C:6]([NH2:8])[CH:5]=[CH:4][C:3]=1[CH3:9].C(N(CC)CC)C.[C:17]1([CH3:27])[CH:22]=[CH:21][C:20]([S:23](Cl)(=[O:25])=[O:24])=[CH:19][CH:18]=1. Product: [NH2:1][C:2]1[CH:7]=[C:6]([NH:8][S:23]([C:20]2[CH:21]=[CH:22][C:17]([CH3:27])=[CH:18][CH:19]=2)(=[O:25])=[O:24])[CH:5]=[CH:4][C:3]=1[CH3:9]. The catalyst class is: 13. (3) Reactant: [Br:1][C:2]1[CH:3]=[N:4][NH:5][CH:6]=1.CS(O[CH:12]1[CH2:15][C:14]2([CH2:20][CH2:19][CH2:18][N:17]([C:21]([O:23][C:24]([CH3:27])([CH3:26])[CH3:25])=[O:22])[CH2:16]2)[CH2:13]1)(=O)=O.C([O-])([O-])=O.[Cs+].[Cs+]. Product: [Br:1][C:2]1[CH:3]=[N:4][N:5]([CH:12]2[CH2:13][C:14]3([CH2:20][CH2:19][CH2:18][N:17]([C:21]([O:23][C:24]([CH3:27])([CH3:26])[CH3:25])=[O:22])[CH2:16]3)[CH2:15]2)[CH:6]=1. The catalyst class is: 3. (4) Reactant: Cl.[F:2][C:3]([F:32])([F:31])[C:4]1[CH:5]=[C:6]([CH:24]=[C:25]([C:27]([F:30])([F:29])[F:28])[CH:26]=1)[C:7]([N:9]1[CH2:14][CH2:13][NH:12][CH2:11][C@H:10]1[CH2:15][C:16]1[CH:21]=[CH:20][C:19]([Cl:22])=[C:18]([Cl:23])[CH:17]=1)=[O:8].[C:33](=[O:36])([O-])[O-].[K+].[K+]. Product: [F:30][C:27]([F:29])([F:28])[C:25]1[CH:24]=[C:6]([CH:5]=[C:4]([C:3]([F:2])([F:31])[F:32])[CH:26]=1)[C:7]([N:9]1[CH2:14][CH2:13][N:12]([CH2:4][C:5]#[C:6][CH2:7][N:9]2[CH2:14][CH2:33][O:36][CH2:11][CH2:10]2)[CH2:11][C@H:10]1[CH2:15][C:16]1[CH:21]=[CH:20][C:19]([Cl:22])=[C:18]([Cl:23])[CH:17]=1)=[O:8]. The catalyst class is: 42. (5) Reactant: [CH:1]1([C:4]2[N:5]=[C:6]3[C:12]([C:13]([OH:15])=O)=[CH:11][N:10]([CH2:16][O:17][CH2:18][CH2:19][Si:20]([CH3:23])([CH3:22])[CH3:21])[C:7]3=[N:8][CH:9]=2)[CH2:3][CH2:2]1.C(Cl)CCl.[NH2:28][CH2:29][C:30]#[N:31]. Product: [C:29]([CH2:30][NH:31][C:13]([C:12]1[C:6]2[C:7](=[N:8][CH:9]=[C:4]([CH:1]3[CH2:2][CH2:3]3)[N:5]=2)[N:10]([CH2:16][O:17][CH2:18][CH2:19][Si:20]([CH3:21])([CH3:23])[CH3:22])[CH:11]=1)=[O:15])#[N:28]. The catalyst class is: 172. (6) Reactant: [N:1]([C@@H:4]([C:8]1[NH:9][C:10](=[O:21])[C:11]2[O:16][C:15]3[CH:17]=[CH:18][CH:19]=[CH:20][C:14]=3[C:12]=2[N:13]=1)[CH:5]([CH3:7])[CH3:6])=[N+:2]=[N-:3].C(=O)([O-])[O-].[Cs+].[Cs+].[CH2:28](Br)[C:29]1[CH:34]=[CH:33][CH:32]=[CH:31][CH:30]=1. Product: [N:1]([C@@H:4]([C:8]1[N:9]([CH2:28][C:29]2[CH:34]=[CH:33][CH:32]=[CH:31][CH:30]=2)[C:10](=[O:21])[C:11]2[O:16][C:15]3[CH:17]=[CH:18][CH:19]=[CH:20][C:14]=3[C:12]=2[N:13]=1)[CH:5]([CH3:7])[CH3:6])=[N+:2]=[N-:3]. The catalyst class is: 258. (7) Reactant: [CH3:1][S:2][C:3]1[N:8]=[C:7]([C:9]2[C:10]([CH:18]=[O:19])=[N:11][N:12]3[CH:17]=[CH:16][CH:15]=[CH:14][C:13]=23)[CH:6]=[CH:5][N:4]=1.[C:20]1([Mg]Br)[CH:25]=[CH:24][CH:23]=[CH:22][CH:21]=1. Product: [CH3:1][S:2][C:3]1[N:8]=[C:7]([C:9]2[C:10]([CH:18]([C:20]3[CH:25]=[CH:24][CH:23]=[CH:22][CH:21]=3)[OH:19])=[N:11][N:12]3[CH:17]=[CH:16][CH:15]=[CH:14][C:13]=23)[CH:6]=[CH:5][N:4]=1. The catalyst class is: 7.